Dataset: Reaction yield outcomes from USPTO patents with 853,638 reactions. Task: Predict the reaction yield, written as a fraction of the theoretical maximum amount of product (1.0 means a 100% yield; for example, 0.34 means a 34% yield). The reactants are Br[C:2]1[C:7]([F:8])=[CH:6][CH:5]=[CH:4][C:3]=1[NH:9][C:10](=[O:14])[CH2:11][CH2:12][CH3:13].[CH3:15][C:16]([CH3:21])([CH3:20])[C:17]#[C:18]C. The catalyst is CCN(CC)CC.[Cu]I.Cl[Pd](Cl)([P](C1C=CC=CC=1)(C1C=CC=CC=1)C1C=CC=CC=1)[P](C1C=CC=CC=1)(C1C=CC=CC=1)C1C=CC=CC=1. The product is [CH3:15][C:16]([CH3:21])([CH3:20])[C:17]#[C:18][C:2]1[C:7]([F:8])=[CH:6][CH:5]=[CH:4][C:3]=1[NH:9][C:10](=[O:14])[CH2:11][CH2:12][CH3:13]. The yield is 0.550.